From a dataset of Experimentally validated miRNA-target interactions with 360,000+ pairs, plus equal number of negative samples. Binary Classification. Given a miRNA mature sequence and a target amino acid sequence, predict their likelihood of interaction. Result: 0 (no interaction). The miRNA is hsa-miR-3927-3p with sequence CAGGUAGAUAUUUGAUAGGCAU. The protein sequence of the target gene is MGSSKKVTLSVLSREQSEGVGARVRRSIGRPELKNLDPFLLFDEFKGGRPGGFPDHPHRGFETVSYLLEGGSMAHEDFCGHTGKMNPGDLQWMTAGRGILHAEMPCSEEPAHGLQLWVNLRSSEKMVEPQYQELKSEEIPKPSKDGVTVAVISGEALGIKSKVYTRTPTLYLDFKLDPGAKHSQPIPKGWTSFIYTISGDVYIGPDDAQQKIEPHHTAVLGEGDSVQVENKDPKRSHFVLIAGEPLREPVIQHGPFVMNTNEEISQAILDFRNAKNGFERAKTWKSKIGN.